This data is from Full USPTO retrosynthesis dataset with 1.9M reactions from patents (1976-2016). The task is: Predict the reactants needed to synthesize the given product. Given the product [NH2:1][C@@H:2]1[C:11]2[C:6](=[CH:7][CH:8]=[CH:9][CH:10]=2)[C@H:5]([O:12][C:16]2[CH:17]=[CH:18][C:19]3[N:20]([C:22]([N:25]([CH3:39])[CH2:26][CH2:27][O:28][Si:29]([CH:33]([CH3:35])[CH3:34])([CH:30]([CH3:32])[CH3:31])[CH:36]([CH3:37])[CH3:38])=[N:23][N:24]=3)[CH:21]=2)[CH2:4][CH2:3]1, predict the reactants needed to synthesize it. The reactants are: [NH2:1][C@@H:2]1[C:11]2[C:6](=[CH:7][CH:8]=[CH:9][CH:10]=2)[C@H:5]([OH:12])[CH2:4][CH2:3]1.[H-].[Na+].F[C:16]1[CH:17]=[CH:18][C:19]2[N:20]([C:22]([N:25]([CH3:39])[CH2:26][CH2:27][O:28][Si:29]([CH:36]([CH3:38])[CH3:37])([CH:33]([CH3:35])[CH3:34])[CH:30]([CH3:32])[CH3:31])=[N:23][N:24]=2)[CH:21]=1.[NH4+].[Cl-].